Predict the reaction yield, written as a fraction of the theoretical maximum amount of product (1.0 means a 100% yield; for example, 0.34 means a 34% yield). From a dataset of Reaction yield outcomes from USPTO patents with 853,638 reactions. (1) The reactants are [NH2:1][CH2:2][CH:3]1[CH2:8][CH2:7][CH2:6][N:5]([C:9]([O:11][C:12]([CH3:15])([CH3:14])[CH3:13])=[O:10])[CH2:4]1.Br[C:17]1[C:18]([NH2:24])=[N:19][CH:20]=[C:21]([Br:23])[N:22]=1.CCN(CC)CC. The catalyst is CS(C)=O. The product is [NH2:24][C:18]1[C:17]([NH:1][CH2:2][CH:3]2[CH2:8][CH2:7][CH2:6][N:5]([C:9]([O:11][C:12]([CH3:15])([CH3:14])[CH3:13])=[O:10])[CH2:4]2)=[N:22][C:21]([Br:23])=[CH:20][N:19]=1. The yield is 0.260. (2) The reactants are [Cl:1][C:2]1[CH:3]=[N:4][C:5]2[C:10]([CH:11]=1)=[CH:9][C:8]([C:12](OC)=[O:13])=[CH:7][CH:6]=2.[H-].[H-].[H-].[H-].[Li+].[Al+3]. The catalyst is C1COCC1. The product is [Cl:1][C:2]1[CH:3]=[N:4][C:5]2[C:10]([CH:11]=1)=[CH:9][C:8]([CH2:12][OH:13])=[CH:7][CH:6]=2. The yield is 0.690. (3) The reactants are [Cl:1][C:2]1[C:3]([N:8]2[CH2:13][CH2:12][N:11]([CH3:14])[CH2:10][CH2:9]2)=[N:4][CH:5]=[CH:6][N:7]=1.[OH:15][CH2:16][CH:17]1[O:22][C:21]2[CH:23]=[CH:24][CH:25]=[CH:26][C:20]=2[O:19][CH2:18]1.[ClH:27]. No catalyst specified. The product is [ClH:1].[ClH:27].[CH3:14][N:11]1[CH2:12][CH2:13][N:8]([C:3]2[C:2]([O:15][CH2:16][CH:17]3[O:22][C:21]4[CH:23]=[CH:24][CH:25]=[CH:26][C:20]=4[O:19][CH2:18]3)=[N:7][CH:6]=[CH:5][N:4]=2)[CH2:9][CH2:10]1. The yield is 0.870. (4) The reactants are [Li]C(C)(C)C.[CH3:6][C:7]([O:10][C:11]([N:13]([C:40]([O:42][C:43]([CH3:46])([CH3:45])[CH3:44])=[O:41])[C:14]1[C:19]2[C:20]([C:23]3[CH:24]=[C:25]4[C:29](=[CH:30][CH:31]=3)[N:28]([C:32]([O:34][C:35]([CH3:38])([CH3:37])[CH3:36])=[O:33])[CH2:27][CH2:26]4)=[CH:21][O:22][C:18]=2[C:17](I)=[CH:16][N:15]=1)=[O:12])([CH3:9])[CH3:8].[Cl:47]C(Cl)(Cl)C(Cl)(Cl)Cl. The catalyst is C1COCC1. The product is [CH3:6][C:7]([O:10][C:11]([N:13]([C:40]([O:42][C:43]([CH3:46])([CH3:45])[CH3:44])=[O:41])[C:14]1[C:19]2[C:20]([C:23]3[CH:24]=[C:25]4[C:29](=[CH:30][CH:31]=3)[N:28]([C:32]([O:34][C:35]([CH3:38])([CH3:37])[CH3:36])=[O:33])[CH2:27][CH2:26]4)=[CH:21][O:22][C:18]=2[C:17]([Cl:47])=[CH:16][N:15]=1)=[O:12])([CH3:9])[CH3:8]. The yield is 0.305. (5) The reactants are [F:1][C:2]1[CH:3]=[C:4]2[N:10]=[CH:9][NH:8][C:5]2=[N:6][CH:7]=1.[H-].[Na+].Cl[CH2:14][C:15]1[CH:25]=[CH:24][C:18]2[N:19]=[C:20]([S:22][CH3:23])[O:21][C:17]=2[CH:16]=1.O. The catalyst is CN(C=O)C. The product is [F:1][C:2]1[CH:3]=[C:4]2[N:10]=[CH:9][N:8]([CH2:14][C:15]3[CH:25]=[CH:24][C:18]4[N:19]=[C:20]([S:22][CH3:23])[O:21][C:17]=4[CH:16]=3)[C:5]2=[N:6][CH:7]=1. The yield is 0.610. (6) The reactants are [F:1][C:2]1[CH:7]=[C:6]([O:8][C:9]2[CH:14]=[CH:13][N:12]=[C:11]([NH:15][C:16]([N:18]([CH3:26])[CH:19]3[CH2:24][CH2:23][N:22]([CH3:25])[CH2:21][CH2:20]3)=[O:17])[CH:10]=2)[CH:5]=[CH:4][C:3]=1[NH:27][C:28]([C:30]1([C:33](O)=[O:34])[CH2:32][CH2:31]1)=[O:29].[CH2:36]([NH2:43])[C:37]1[CH:42]=[CH:41][CH:40]=[CH:39][CH:38]=1.C(N(CC)CC)C.F[P-](F)(F)(F)(F)F.N1(O[P+](N(C)C)(N(C)C)N(C)C)C2C=CC=CC=2N=N1. The catalyst is CN(C)C=O. The product is [CH2:36]([NH:43][C:33]([C:30]1([C:28]([NH:27][C:3]2[CH:4]=[CH:5][C:6]([O:8][C:9]3[CH:14]=[CH:13][N:12]=[C:11]([NH:15][C:16]([N:18]([CH3:26])[CH:19]4[CH2:20][CH2:21][N:22]([CH3:25])[CH2:23][CH2:24]4)=[O:17])[CH:10]=3)=[CH:7][C:2]=2[F:1])=[O:29])[CH2:32][CH2:31]1)=[O:34])[C:37]1[CH:42]=[CH:41][CH:40]=[CH:39][CH:38]=1. The yield is 0.570. (7) The reactants are [CH3:1][C:2]1([CH3:38])[CH2:13][C:12]2[S:11][C:10]3[C:9](=[O:14])[N:8]([C:15]4[C:20]([CH:21]=[O:22])=[C:19]([C:23]5[CH:28]=[C:27]([NH:29][C:30]6[CH:35]=[N:34][CH:33]=[CH:32][N:31]=6)[C:26](=[O:36])[N:25]([CH3:37])[CH:24]=5)[CH:18]=[CH:17][N:16]=4)[CH2:7][CH2:6][C:5]=3[C:4]=2[CH2:3]1.[BH4-].[Na+]. The catalyst is CO. The product is [OH:22][CH2:21][C:20]1[C:15]([N:8]2[CH2:7][CH2:6][C:5]3[C:4]4[CH2:3][C:2]([CH3:1])([CH3:38])[CH2:13][C:12]=4[S:11][C:10]=3[C:9]2=[O:14])=[N:16][CH:17]=[CH:18][C:19]=1[C:23]1[CH:28]=[C:27]([NH:29][C:30]2[CH:35]=[N:34][CH:33]=[CH:32][N:31]=2)[C:26](=[O:36])[N:25]([CH3:37])[CH:24]=1. The yield is 0.350.